This data is from Drug-target binding data from BindingDB using Ki measurements. The task is: Regression. Given a target protein amino acid sequence and a drug SMILES string, predict the binding affinity score between them. We predict pKi (pKi = -log10(Ki in M); higher means stronger inhibition). Dataset: bindingdb_ki. (1) The target protein (P41985) has sequence MNNSTNSSNNVALTSPYKTFEVVFIVLVAGSLSLVTIIGNILVMVSIKVNRHLQTVNNYFLFSLACADLIIGVFSMNLYTLYTVIGYWPLGPVVCDLWLALDYVVSNASVMNLLIISFDRYFCVTKPLTYPVKRTTKMAGMMIAAAWVLSFILWAPAILFWQFIVGVRTVEDGECYIQFFSNAAVTFGTAIAAFYLPVIIMTVLYWHISRASKSRIKKDKKEPVANQDPVSPSLVQGRIVKPNNNNMPGSDDGLEHNKIQNGKTPRDAVTENCVQGEEKESSNDSTSVSAVASNMRDDEITQDENTVSTSVGHSKDENSKQTCIKIVTKTPKGDQCTPTNTTVELVGSSGQNGDEKQNIVARKIVKMTKQPAKKKPPPSREKKVTRTILAILLAFIITWAPYNVMVLINTFCAPCIPNTVWTIGYWLCYINSTINPACYALCNATFKKTFKHLLMCHYKNIGATR. The pKi is 5.0. The compound is COc1ccccc1N1CCN(CCCCn2ncc(=O)n(C)c2=O)CC1. (2) The drug is COc1ccc2c(c1)CN(C)CC2c1ccc(Cl)c(Cl)c1. The target is MLLARMKPQVQPELGGADQ. The pKi is 7.8. (3) The small molecule is FC(F)(F)c1ccc(/C=C/c2cc(C(F)(F)F)cc(C(F)(F)F)c2)cc1. The target protein (O02747) has sequence MNGGGANITYASRKRRKPVQKTVKPIPAEGIKSNPSKRHRDRLNTELDRLASLLPFPQDVINKLDKLSVLRLSVSYLRAKSFFDVALKSSSADRNGGQDPCRAKFGEGLNLQEGEFLLQALNGFVLVVTVDALVFYASSTIQDYLGFQQSDVIHQSVYELIHTEDRAEFQRQLHWALNPSQCTDPGQGADETHGLPQPVYYNPDQLPPENSSFMERCFICRLRCLLDNSSGFLAMNFQGRLKFLHGQNKKGKDGSLLPPQLALFAIATPLQPPSILEIRTKNFIFRTKHKLDFTPTGCDAKGQIVLGYTEAELCMRGSGYQFIHAADMLYCAESHIRMIKTGESGLAVFRLLTKDNRWAWVQSNARFIYKNGRPDFIIATQRPLTDEEGREHLLKRNTKLPFMFTTGEAVLYEMTSPFPPIMDPLPIRPKSGTCGKDSATKPTPSKDSVHPSSLLSALMQQDESIYLYPPSSNAPFERNFFTESLNECSNWPENVASVAG.... The pKi is 8.7. (4) The small molecule is CC(=O)N[C@@H](CCCNC(=N)N)C(=O)N[C@@H](CCC(N)=O)C(=O)N[C@@H](CC(C)C)C(=O)N[C@@H](CCCNC(=N)N)C(=O)c1nccs1. The target protein (Q04756) has sequence MGRWAWVPSPWPPPGLGPFLLLLLLLLLLPRGFQPQPGGNRTESPEPNATATPAIPTILVTSVTSETPATSAPEAEGPQSGGLPPPPRAVPSSSSPQAQALTEDGRPCRFPFRYGGRMLHACTSEGSAHRKWCATTHNYDRDRAWGYCVEATPPPGGPAALDPCASGPCLNGGSCSNTQDPQSYHCSCPRAFTGKDCGTEKCFDETRYEYLEGGDRWARVRQGHVEQCECFGGRTWCEGTRHTACLSSPCLNGGTCHLIVATGTTVCACPPGFAGRLCNIEPDERCFLGNGTGYRGVASTSASGLSCLAWNSDLLYQELHVDSVGAAALLGLGPHAYCRNPDNDERPWCYVVKDSALSWEYCRLEACESLTRVQLSPDLLATLPEPASPGRQACGRRHKKRTFLRPRIIGGSSSLPGSHPWLAAIYIGDSFCAGSLVHTCWVVSAAHCFSHSPPRDSVSVVLGQHFFNRTTDVTQTFGIEKYIPYTLYSVFNPSDHDLVL.... The pKi is 7.2. (5) The small molecule is C[C@H]1CN(C(=O)Nc2ccc(C(F)(F)F)nc2)[C@H](C)CN1c1ccc(C#N)c(C(F)(F)F)c1. The pKi is 5.5. The target protein (Q63449) has sequence MTELQAKDPRTLHTSGAAPSPTHVGSPLLARLDPDPFQGSQHSDASSVVSPIPISLDRLLFSRSCQAQELPDEKTQNQQSLSDVEGAFSGVEASRRRSRNPRAPEKDSRLLDSVLDTLLAPSGPEQSQTSPPACEAITSWCLFGPELPEDPRSVPATKGLLSPLMSRPESKAGDSSGTGAGQKVLPKAVSPPRQLLLPTSGSAHWPGAGVKPSQQPATVEVEEDGGLETEGSAGPLLKSKPRALEGMCSGGGVTANAPGAAPGGVTLVPKEDSRFSAPRVSLEQDAPVAPGRSPLATTVVDFIHVPILPLNHALLAARTRQLLEGDSYDGGAAAQVPFAPPRGSPSAPSPPVPCGDFPDCTYPPEGDPKEDGFPVYGEFQPPGLKIKEEEEGTEAASRSPRPYLLAGASAATFPDFPLPPRPPRAPPSRPGEAAVAAPSAAVSPVSSSGSALECILYKAEGAPPTQGSFAPLPCKPPAASSCLLPRDSLPAAPTSSAAPA.... (6) The compound is C[C@H](NC(=O)[C@H](CCCN=C(N)N)NC(=O)[C@@H]1CCCN1C(=O)[C@@H](N)[C@@H](C)O)C(=O)N[C@@H](CCCN=C(N)N)C(=O)N[C@@H](CCCN=C(N)N)C(=O)N[C@@H](CCCN=C(N)N)C(=O)N[C@@H](CCCCN)C(=O)N[C@@H](CCCCN)C(=O)N[C@@H](CCCN=C(N)N)C(=O)N[C@H](C(N)=O)[C@@H](C)O. The target protein (Q63415) has sequence MPPRAPPAPGPRPPPRAAGRHGLSPLAPRPWRWLLLLALPAVCSALPPPRPVYTNHWAVQVLGGPGAADRVAAAHGYLNLGQIGNLDDYYHFYHSKTFKRSTLSSRGPHTFLRMDPQVKWLQQQEVKRRVKRQARSDSLYFNDPIWSNMWYMHCADKNSRCRSEMNVQAAWKRGYTGKNVVVTILDDGIERNHPDLAPNYDSYASYDVNGNDYDPSPRYDASNENKHGTRCAGEVAASANNSYCIVGIAYNAKIGGIRMLDGDVTDVVEAKSLGIRPNYIDIYSASWGPDDDGKTVDGPGRLAKQAFEYGIKKGRQGLGSIFVWASGNGGREGDHCSCDGYTNSIYTISVSSTTENGHKPWYLEECASTLATTYSSGAFYERKIVTTDLRQRCTDGHTGTSVSAPMVAGIIALALEANNQLTWRDVQHLLVKTSRPAHLKASDWKVNGAGHKVSHLYGFGLVDAEALVLEARKWTAVPSQHMCVATADKRPRSIPVVQVL.... The pKi is 6.8. (7) The drug is Cc1cc(NS(=O)(=O)c2ccccc2)cc(C)c1O. The target protein (Q99418) has sequence MEDGVYEPPDLTPEERMELENIRRRKQELLVEIQRLREELSEAMSEVEGLEANEGSKTLQRNRKMAMGRKKFNMDPKKGIQFLVENELLQNTPEEIARFLYKGEGLNKTAIGDYLGEREELNLAVLHAFVDLHEFTDLNLVQALRQFLWSFRLPGEAQKIDRMMEAFAQRYCLCNPGVFQSTDTCYVLSFAVIMLNTSLHNPNVRDKPGLERFVAMNRGINEGGDLPEELLRNLYDSIRNEPFKIPEDDGNDLTHTFFNPDREGWLLKLGGGRVKTWKRRWFILTDNCLYYFEYTTDKEPRGIIPLENLSIREVDDPRKPNCFELYIPNNKGQLIKACKTEADGRVVEGNHMVYRISAPTQEEKDEWIKSIQAAVSVDPFYEMLAARKKRISVKKKQEQP. The pKi is 2.3.